Task: Predict the reactants needed to synthesize the given product.. Dataset: Full USPTO retrosynthesis dataset with 1.9M reactions from patents (1976-2016) (1) Given the product [Cl:22][C:6]1[CH:7]=[CH:8][C:9]([N:11]2[CH2:12][CH2:13][N:14]([CH2:17][CH2:18][N:19]([CH3:21])[CH3:20])[CH2:15][CH2:16]2)=[CH:10][C:5]=1[C:4]([OH:23])=[O:3], predict the reactants needed to synthesize it. The reactants are: C([O:3][C:4](=[O:23])[C:5]1[CH:10]=[C:9]([N:11]2[CH2:16][CH2:15][N:14]([CH2:17][CH2:18][N:19]([CH3:21])[CH3:20])[CH2:13][CH2:12]2)[CH:8]=[CH:7][C:6]=1[Cl:22])C. (2) The reactants are: [F:1][C:2]1[CH:14]=[C:13]([CH:15]=[O:16])[CH:12]=[C:11]([O:17][CH3:18])[C:3]=1[O:4][CH2:5][C:6]([O:8][CH2:9][CH3:10])=[O:7].[BH4-].[Na+]. Given the product [F:1][C:2]1[CH:14]=[C:13]([CH2:15][OH:16])[CH:12]=[C:11]([O:17][CH3:18])[C:3]=1[O:4][CH2:5][C:6]([O:8][CH2:9][CH3:10])=[O:7], predict the reactants needed to synthesize it. (3) Given the product [N:8]1[C:9]2[C:4](=[CH:3][C:2]([CH:1]=[O:14])=[CH:11][CH:10]=2)[CH:5]=[CH:6][CH:7]=1, predict the reactants needed to synthesize it. The reactants are: [CH3:1][C:2]1[CH:3]=[C:4]2[C:9](=[CH:10][CH:11]=1)[N:8]=[CH:7][CH:6]=[CH:5]2.CC[O:14]C(C)=O.